From a dataset of Forward reaction prediction with 1.9M reactions from USPTO patents (1976-2016). Predict the product of the given reaction. The product is: [C:23]([O:22][C:20]([NH:19][CH2:18][CH2:17][CH2:16][CH2:15][N:12]1[CH2:11][CH2:10][N:9]([CH2:8][CH2:7][CH2:6][CH2:5][C:4]([OH:27])=[O:3])[CH2:14][CH2:13]1)=[O:21])([CH3:26])([CH3:24])[CH3:25]. Given the reactants C([O:3][C:4](=[O:27])[CH2:5][CH2:6][CH2:7][CH2:8][N:9]1[CH2:14][CH2:13][N:12]([CH2:15][CH2:16][CH2:17][CH2:18][NH:19][C:20]([O:22][C:23]([CH3:26])([CH3:25])[CH3:24])=[O:21])[CH2:11][CH2:10]1)C.C1COCC1.[OH-].[Li+], predict the reaction product.